From a dataset of Forward reaction prediction with 1.9M reactions from USPTO patents (1976-2016). Predict the product of the given reaction. (1) Given the reactants [NH2:1][C:2]1[CH:3]=[C:4]([OH:10])[CH:5]=[C:6]([CH3:9])[C:7]=1[NH2:8].[C:11](O)(=O)[CH3:12], predict the reaction product. The product is: [CH3:11][C:12]1[NH:1][C:2]2[CH:3]=[C:4]([OH:10])[CH:5]=[C:6]([CH3:9])[C:7]=2[N:8]=1. (2) Given the reactants [C:1]([C@H:5]1[CH2:10][CH2:9][C@H:8]([N:11]([C:28](=[O:39])[CH2:29][C:30]2[CH:35]=[CH:34][C:33]([CH:36]([CH3:38])[CH3:37])=[CH:32][CH:31]=2)[CH:12]2[C:20]3[C:15](=[CH:16][C:17]([C:21](OCCCC)=[O:22])=[CH:18][CH:19]=3)[CH2:14][CH2:13]2)[CH2:7][CH2:6]1)([CH3:4])([CH3:3])[CH3:2].[Li+].[OH-].[NH2:42][C:43]1[NH:47][N:46]=[N:45][N:44]=1, predict the reaction product. The product is: [C:1]([C@H:5]1[CH2:10][CH2:9][C@H:8]([N:11]([C:28](=[O:39])[CH2:29][C:30]2[CH:35]=[CH:34][C:33]([CH:36]([CH3:38])[CH3:37])=[CH:32][CH:31]=2)[CH:12]2[C:20]3[C:15](=[CH:16][C:17]([C:21]([NH:42][C:43]4[NH:47][N:46]=[N:45][N:44]=4)=[O:22])=[CH:18][CH:19]=3)[CH2:14][CH2:13]2)[CH2:7][CH2:6]1)([CH3:4])([CH3:3])[CH3:2]. (3) Given the reactants Cl[C:2]1[C:11]2[C:6](=[CH:7][CH:8]=[C:9]([O:12][CH:13]([CH3:15])[CH3:14])[CH:10]=2)[N:5]=[CH:4][C:3]=1[C:16]([O:18][CH2:19][CH3:20])=[O:17].[NH3:21], predict the reaction product. The product is: [CH2:19]([O:18][C:16]([C:3]1[CH:4]=[N:5][C:6]2[C:11]([C:2]=1[NH2:21])=[CH:10][C:9]([O:12][CH:13]([CH3:15])[CH3:14])=[CH:8][CH:7]=2)=[O:17])[CH3:20].